This data is from Reaction yield outcomes from USPTO patents with 853,638 reactions. The task is: Predict the reaction yield, written as a fraction of the theoretical maximum amount of product (1.0 means a 100% yield; for example, 0.34 means a 34% yield). (1) The reactants are [C:1]([C:5]1[CH:15]=[CH:14][C:8]([O:9][CH2:10][C:11]([OH:13])=O)=[C:7]([Cl:16])[CH:6]=1)([CH3:4])([CH3:3])[CH3:2].[Cl-].ClC1N(C)CC[NH+]1C.C(N(CC)CC)C.Cl.[NH2:34][CH2:35][C:36]1[CH:41]=[CH:40][C:39]([NH:42][S:43]([CH3:46])(=[O:45])=[O:44])=[C:38]([F:47])[CH:37]=1. The catalyst is O1CCCC1. The product is [C:1]([C:5]1[CH:15]=[CH:14][C:8]([O:9][CH2:10][C:11]([NH:34][CH2:35][C:36]2[CH:41]=[CH:40][C:39]([NH:42][S:43]([CH3:46])(=[O:45])=[O:44])=[C:38]([F:47])[CH:37]=2)=[O:13])=[C:7]([Cl:16])[CH:6]=1)([CH3:2])([CH3:3])[CH3:4]. The yield is 0.0700. (2) The reactants are COC(=O)O[CH2:5][C:6]1[C:7]([F:21])=[C:8]([C:14]2[CH:19]=[CH:18][CH:17]=[C:16]([Cl:20])[CH:15]=2)[C:9]([O:12][CH3:13])=[CH:10][CH:11]=1.CC1(C)C(C)(C)OB([C:31]2[CH:32]=[CH:33][C:34]([N:37]3[CH2:42][CH2:41][NH:40][CH2:39][CH2:38]3)=[N:35][CH:36]=2)O1.C1(P(C(P(C2C=CC=CC=2)C2C=CC=CC=2)(CC)CC)C2C=CC=CC=2)C=CC=CC=1.C(=O)([O-])[O-].[K+].[K+]. The catalyst is [CH2-]C=C.[CH2-]C=C.Cl[Pd+].Cl[Pd+].CN(C)C=O. The product is [Cl:20][C:16]1[CH:15]=[C:14]([C:8]2[C:9]([O:12][CH3:13])=[CH:10][CH:11]=[C:6]([CH2:5][C:31]3[CH:32]=[CH:33][C:34]([N:37]4[CH2:38][CH2:39][NH:40][CH2:41][CH2:42]4)=[N:35][CH:36]=3)[C:7]=2[F:21])[CH:19]=[CH:18][CH:17]=1. The yield is 0.180. (3) The reactants are [C:1]([C:4]1[CH:9]=[CH:8][CH:7]=[C:6]([C:10](=O)[CH3:11])[N:5]=1)(=[O:3])[CH3:2].[CH3:13][C:14]1[CH:20]=[C:19]([CH3:21])[CH:18]=[C:17]([CH3:22])[C:15]=1[NH2:16]. The catalyst is C1(C)C=CC=CC=1.C1(C)C=CC(S(O)(=O)=O)=CC=1. The product is [CH3:13][C:14]1[CH:20]=[C:19]([CH3:21])[CH:18]=[C:17]([CH3:22])[C:15]=1[N:16]=[C:10]([C:6]1[CH:7]=[CH:8][CH:9]=[C:4]([C:1](=[O:3])[CH3:2])[N:5]=1)[CH3:11]. The yield is 0.287. (4) The catalyst is C(OCC)(=O)C.CC(O)C. The yield is 0.610. The reactants are [F:1][C:2]1[C:3]([CH2:24][N:25](C)[C:26](=O)OC(C)(C)C)=[CH:4][N:5]([S:14]([C:17]2[CH:22]=[CH:21][CH:20]=[C:19]([F:23])[CH:18]=2)(=[O:16])=[O:15])[C:6]=1[C:7]1[C:8]([F:13])=[N:9][CH:10]=[CH:11][CH:12]=1.C(OCC)(=O)C.[ClH:40]. The product is [ClH:40].[F:1][C:2]1[C:3]([CH2:24][NH:25][CH3:26])=[CH:4][N:5]([S:14]([C:17]2[CH:22]=[CH:21][CH:20]=[C:19]([F:23])[CH:18]=2)(=[O:16])=[O:15])[C:6]=1[C:7]1[C:8]([F:13])=[N:9][CH:10]=[CH:11][CH:12]=1. (5) The yield is 0.440. The catalyst is O1CCCC1. The product is [C:17]([C:7]([CH3:8])([CH3:12])[CH2:6][C:5]1[CH:14]=[C:30]([CH:1]=[CH:3][CH:4]=1)[C:29]([O:32][CH3:33])=[O:31])#[N:28]. The reactants are [C:1]([CH2:3][CH2:4][C:5]1[CH:6]=[C:7]([CH:12]=C[CH:14]=1)[C:8](OC)=O)#N.CI.[CH3:17][Si](C)(C)[N-][Si](C)(C)C.[Li+].[Cl-].[NH4+:28].[C:29]([O:32][CH2:33]C)(=[O:31])[CH3:30].